Dataset: Reaction yield outcomes from USPTO patents with 853,638 reactions. Task: Predict the reaction yield, written as a fraction of the theoretical maximum amount of product (1.0 means a 100% yield; for example, 0.34 means a 34% yield). The reactants are [CH3:1][C:2]1([CH3:10])[O:6][CH:5]([C:7]([O-:9])=[O:8])[CH2:4][O:3]1.[K+].IC.[CH3:14]N(C)CCN(C)C. The catalyst is C(#N)C. The product is [CH3:1][C:2]1([CH3:10])[O:6][CH:5]([C:7]([O:9][CH3:14])=[O:8])[CH2:4][O:3]1. The yield is 0.550.